This data is from Forward reaction prediction with 1.9M reactions from USPTO patents (1976-2016). The task is: Predict the product of the given reaction. (1) The product is: [O:1]=[C:2]1[CH2:3][CH2:4][CH:5]([NH:8][C:9](=[O:15])[O:10][C:11]([CH3:13])([CH3:12])[CH3:14])[CH2:6][CH2:7]1. Given the reactants [OH:1][CH:2]1[CH2:7][CH2:6][CH:5]([NH:8][C:9](=[O:15])[O:10][C:11]([CH3:14])([CH3:13])[CH3:12])[CH2:4][CH2:3]1.CC(OI1(OC(C)=O)(OC(C)=O)OC(=O)C2C=CC=CC1=2)=O.[O-]S([O-])(=S)=O.[Na+].[Na+], predict the reaction product. (2) Given the reactants [C:1]([O:5][C:6]([N:8]1[CH2:20][C@@H:19]([CH3:21])[N:18]2[C@H:10]([CH2:11][C:12]3[C:17]2=[N:16][C:15](COCCO)=[CH:14][CH:13]=3)[CH2:9]1)=[O:7])([CH3:4])([CH3:3])[CH3:2].[C:27]([O:31][C:32](N1C[C@@H](C)N2[C@H](CC3C2=NC([C@@H](O)C)=CC=3)C1)=O)(C)(C)[CH3:28], predict the reaction product. The product is: [C:1]([O:5][C:6]([N:8]1[CH2:20][C@@H:19]([CH3:21])[N:18]2[C@H:10]([CH2:11][C:12]3[C:17]2=[N:16][C:15]([C@@H:27]([O:31][CH3:32])[CH3:28])=[CH:14][CH:13]=3)[CH2:9]1)=[O:7])([CH3:2])([CH3:3])[CH3:4]. (3) Given the reactants [CH3:1][N:2]([CH3:16])[CH2:3][C@H:4]([CH3:15])[C:5]([C:7]1[CH:12]=[CH:11][CH:10]=[C:9]([O:13][CH3:14])[CH:8]=1)=[O:6].B(O)(O)[C@H:18]1N(C([C@@H](N)C(C)C)=O)CC[CH2:19]1.CS(O)(=O)=O.C([Mg]Br)C.S([O-])(O)(=O)=O.[NH4+], predict the reaction product. The product is: [CH3:16][N:2]([CH3:1])[CH2:3][C@H:4]([CH3:15])[C@:5]([C:7]1[CH:12]=[CH:11][CH:10]=[C:9]([O:13][CH3:14])[CH:8]=1)([OH:6])[CH2:18][CH3:19].